This data is from Peptide-MHC class I binding affinity with 185,985 pairs from IEDB/IMGT. The task is: Regression. Given a peptide amino acid sequence and an MHC pseudo amino acid sequence, predict their binding affinity value. This is MHC class I binding data. (1) The peptide sequence is RIRQGLERA. The MHC is HLA-A02:03 with pseudo-sequence HLA-A02:03. The binding affinity (normalized) is 0.134. (2) The peptide sequence is YTGDFDSVI. The MHC is Mamu-A07 with pseudo-sequence Mamu-A07. The binding affinity (normalized) is 0. (3) The peptide sequence is LYFIKGLNNL. The MHC is HLA-A01:01 with pseudo-sequence HLA-A01:01. The binding affinity (normalized) is 0.0863. (4) The MHC is Mamu-A2201 with pseudo-sequence Mamu-A2201. The binding affinity (normalized) is 0.199. The peptide sequence is YPTGPGTAN.